The task is: Predict the reactants needed to synthesize the given product.. This data is from Retrosynthesis with 50K atom-mapped reactions and 10 reaction types from USPTO. (1) Given the product COCCOCN(c1noc(C)c1C)S(=O)(=O)c1sccc1-c1ccc(CO)cc1, predict the reactants needed to synthesize it. The reactants are: COCCOCN(c1noc(C)c1C)S(=O)(=O)c1sccc1-c1ccc(C=O)cc1. (2) Given the product CN(C)CCN(C(=O)N(C)C)c1nccs1, predict the reactants needed to synthesize it. The reactants are: CN(C)C(=O)Cl.CN(C)CCNc1nccs1. (3) Given the product Cc1ccc(Oc2ccc3nc(NC(=O)C4CC4)cn3n2)cc1NC(=O)c1cc(C(F)(F)F)nn1C, predict the reactants needed to synthesize it. The reactants are: Cc1ccc(Oc2ccc3nc(NC(=O)C4CC4)cn3n2)cc1N.Cn1nc(C(F)(F)F)cc1C(=O)O. (4) Given the product CC(C)(C)OC(=O)CNCc1ccc(CC(=O)OC(C)(C)C)cc1, predict the reactants needed to synthesize it. The reactants are: CC(C)(C)OC(=O)CBr.CC(C)(C)OC(=O)Cc1ccc(CN)cc1. (5) Given the product Cc1onc(-c2ccccc2)c1COc1cc(C(=O)NN2CCCC2)on1, predict the reactants needed to synthesize it. The reactants are: Cc1onc(-c2ccccc2)c1COc1cc(C(=O)O)on1.NN1CCCC1. (6) Given the product Cc1c(C#N)cc(O)c(O)c1C#N, predict the reactants needed to synthesize it. The reactants are: COc1cc(C#N)c(C)c(C#N)c1O. (7) Given the product CCCN(CCC)C1Cc2cc(OC)c(C(=O)O)cc2C1, predict the reactants needed to synthesize it. The reactants are: CCCN(CCC)C1Cc2cc(OC)c(C(=O)OC)cc2C1. (8) Given the product N#Cc1cc(C(=O)N2CS(=O)(=O)c3ccccc32)cc(Cl)c1O, predict the reactants needed to synthesize it. The reactants are: COc1c(Cl)cc(C(=O)N2CS(=O)(=O)c3ccccc32)cc1C#N. (9) Given the product O=c1c2cc(Cl)cnc2ccc2ccc(O)c(F)c12, predict the reactants needed to synthesize it. The reactants are: COc1ccc2ccc3ncc(Cl)cc3c(=O)c2c1F.